This data is from Catalyst prediction with 721,799 reactions and 888 catalyst types from USPTO. The task is: Predict which catalyst facilitates the given reaction. (1) Reactant: [OH:1][CH2:2][C:3]1[CH:4]=[C:5](B(O)O)[CH:6]=[CH:7][CH:8]=1.I[C:13]1[C:21]2[C:16](=[N:17][CH:18]=[N:19][C:20]=2[NH2:22])[N:15]([CH:23]([CH3:25])[CH3:24])[N:14]=1.C([O-])([O-])=O.[Na+].[Na+]. Product: [NH2:22][C:20]1[N:19]=[CH:18][N:17]=[C:16]2[N:15]([CH:23]([CH3:25])[CH3:24])[N:14]=[C:13]([C:5]3[CH:4]=[C:3]([CH2:2][OH:1])[CH:8]=[CH:7][CH:6]=3)[C:21]=12. The catalyst class is: 414. (2) Reactant: [N:1]([C@@H:4]1[C@@H:8]([O:9][CH2:10][C:11]#[C:12][C:13]2[CH:18]=[CH:17][CH:16]=[CH:15][CH:14]=2)[CH2:7][N:6]([C:19]([O:21][C:22]([CH3:25])([CH3:24])[CH3:23])=[O:20])[CH2:5]1)=[N+:2]=[N-:3]. Product: [C:13]1([C:12]2[N:3]=[N:2][N:1]3[C:11]=2[CH2:10][O:9][C@H:8]2[CH2:7][N:6]([C:19]([O:21][C:22]([CH3:25])([CH3:24])[CH3:23])=[O:20])[CH2:5][C@H:4]32)[CH:14]=[CH:15][CH:16]=[CH:17][CH:18]=1. The catalyst class is: 113. (3) Reactant: [CH2:1]([CH:3]([N:6]1[C:11](=[O:12])[CH2:10][C:9](=[O:13])[N:8]([CH:14]([CH2:17][CH3:18])[CH2:15][CH3:16])[C:7]1=[O:19])[CH2:4][CH3:5])[CH3:2].C(N(C(C)C)CC)(C)C.[N:29]([CH2:32][C:33]([O:35]CC)=[O:34])=[C:30]=[O:31]. Product: [CH2:17]([CH:14]([N:8]1[C:9]([OH:13])=[C:10]([C:30]([NH:29][CH2:32][C:33]([OH:35])=[O:34])=[O:31])[C:11](=[O:12])[N:6]([CH:3]([CH2:4][CH3:5])[CH2:1][CH3:2])[C:7]1=[O:19])[CH2:15][CH3:16])[CH3:18]. The catalyst class is: 4. (4) Reactant: [NH2:1][C:2]1[N:7]=[CH:6][N:5]=[C:4]2[N:8]([C@@H:18]3[CH2:22][CH2:21][N:20]([C:23](OC(C)(C)C)=[O:24])[CH2:19]3)[N:9]=[C:10]([C:11]3[CH:16]=[CH:15][C:14]([NH2:17])=[CH:13][CH:12]=3)[C:3]=12.[F:30][C:31]([F:42])([F:41])[C:32]1[CH:33]=[C:34]([N:38]=[C:39]=[O:40])[CH:35]=[CH:36][CH:37]=1.C(O)=O.Cl. Product: [NH2:1][C:2]1[N:7]=[CH:6][N:5]=[C:4]2[N:8]([C@@H:18]3[CH2:22][CH2:21][N:20]([C:23]([NH:38][C:34]4[CH:35]=[CH:36][CH:37]=[C:32]([C:31]([F:30])([F:41])[F:42])[CH:33]=4)=[O:24])[CH2:19]3)[N:9]=[C:10]([C:11]3[CH:16]=[CH:15][C:14]([NH:17][C:39]([NH:38][C:34]4[CH:35]=[CH:36][CH:37]=[C:32]([C:31]([F:41])([F:42])[F:30])[CH:33]=4)=[O:40])=[CH:13][CH:12]=3)[C:3]=12. The catalyst class is: 2.